The task is: Predict the reactants needed to synthesize the given product.. This data is from Full USPTO retrosynthesis dataset with 1.9M reactions from patents (1976-2016). (1) Given the product [Cl:32][C:33]1[CH:34]=[CH:35][C:36]([CH:39]2[N:43]([C:44]([N:46]3[CH2:47][CH2:48][CH:15]([N:19]4[CH2:18][CH2:20][CH2:25][CH2:24]4)[CH2:50][CH2:51]3)=[O:45])[C:42]([C:53]3[CH:58]=[CH:57][C:56]([O:59][CH3:60])=[CH:55][C:54]=3[O:61][CH2:62][CH3:63])=[N:41][CH:40]2[CH3:64])=[CH:37][CH:38]=1, predict the reactants needed to synthesize it. The reactants are: FC(F)(F)C(O)=O.ClC1C=CC([CH:15]2[NH:19][C:18]([C:20]3[CH:25]=[CH:24]C(OC)=CC=3OCC)=NC2C)=CC=1.[Cl:32][C:33]1[CH:38]=[CH:37][C:36]([CH:39]2[N:43]([C:44]([N:46]3[CH2:51][CH2:50]N(C)[CH2:48][CH2:47]3)=[O:45])[C:42]([C:53]3[CH:58]=[CH:57][C:56]([O:59][CH3:60])=[CH:55][C:54]=3[O:61][CH2:62][CH3:63])=[N:41][CH:40]2[CH2:64]C2CCCC2)=[CH:35][CH:34]=1. (2) Given the product [CH:24]([C:26]1[O:30][N:29]=[C:28]([CH2:31][NH:32][C:20]([C:10]2[N:11]=[N:12][C:13]([O:14][CH2:15][C:16]([F:19])([F:17])[F:18])=[C:8]([C:5]3[CH:6]=[CH:7][C:2]([Cl:1])=[CH:3][CH:4]=3)[CH:9]=2)=[O:22])[CH:27]=1)([CH3:25])[CH3:23], predict the reactants needed to synthesize it. The reactants are: [Cl:1][C:2]1[CH:7]=[CH:6][C:5]([C:8]2[CH:9]=[C:10]([C:20]([OH:22])=O)[N:11]=[N:12][C:13]=2[O:14][CH2:15][C:16]([F:19])([F:18])[F:17])=[CH:4][CH:3]=1.[CH3:23][CH:24]([C:26]1[O:30][N:29]=[C:28]([CH2:31][NH2:32])[CH:27]=1)[CH3:25]. (3) Given the product [OH:24][C:23]1[CH:25]=[CH:26][C:18]([CH:17]=[N:1][C:2]2[NH:6][N:5]=[C:4]([NH:7][C:8]3[CH:13]=[CH:12][CH:11]=[CH:10][CH:9]=3)[C:3]=2[C:14]#[N:15])=[CH:19][C:20]=1[O:21][CH3:22], predict the reactants needed to synthesize it. The reactants are: [NH2:1][C:2]1[NH:6][N:5]=[C:4]([NH:7][C:8]2[CH:13]=[CH:12][CH:11]=[CH:10][CH:9]=2)[C:3]=1[C:14]#[N:15].O=[CH:17][C:18]1[CH:26]=[CH:25][C:23]([OH:24])=[C:20]([O:21][CH3:22])[CH:19]=1.